From a dataset of Forward reaction prediction with 1.9M reactions from USPTO patents (1976-2016). Predict the product of the given reaction. (1) Given the reactants [C:1]([NH:4][C:5]1[CH:10]=[CH:9][C:8]([C:11]2[C:20]3[C:15](=[CH:16][CH:17]=[C:18]([S:21][CH3:22])[CH:19]=3)[CH:14]([CH3:23])[NH:13][N:12]=2)=[CH:7][CH:6]=1)(=[O:3])[CH3:2].[CH2:24]([N:26]=[C:27]=[O:28])[CH3:25], predict the reaction product. The product is: [C:1]([NH:4][C:5]1[CH:6]=[CH:7][C:8]([C:11]2[C:20]3[C:15](=[CH:16][CH:17]=[C:18]([S:21][CH3:22])[CH:19]=3)[CH:14]([CH3:23])[N:13]([C:27](=[O:28])[NH:26][CH2:24][CH3:25])[N:12]=2)=[CH:9][CH:10]=1)(=[O:3])[CH3:2]. (2) Given the reactants [C:1]([C:3]1[C:8]2[N:9]=[CH:10][N:11]([CH3:12])[C:7]=2[CH:6]=[C:5]([C:13]2[CH:35]=[CH:34][C:16]([O:17][CH2:18][CH2:19][C:20]3([F:33])[CH2:25][CH2:24][N:23](C(OC(C)(C)C)=O)[CH2:22][CH2:21]3)=[C:15]([C:36]([F:39])([F:38])[F:37])[CH:14]=2)[N:4]=1)#[N:2].C(#N)C.[F:43][C:44]([F:49])([F:48])[C:45]([OH:47])=[O:46].C(Cl)[Cl:51], predict the reaction product. The product is: [ClH:51].[F:33][C:20]1([CH2:19][CH2:18][O:17][C:16]2[CH:34]=[CH:35][C:13]([C:5]3[N:4]=[C:3]([C:1]#[N:2])[C:8]4[N:9]=[CH:10][N:11]([CH3:12])[C:7]=4[CH:6]=3)=[CH:14][C:15]=2[C:36]([F:37])([F:38])[F:39])[CH2:25][CH2:24][NH:23][CH2:22][CH2:21]1.[C:45]([OH:47])([C:44]([F:49])([F:48])[F:43])=[O:46].